Dataset: Full USPTO retrosynthesis dataset with 1.9M reactions from patents (1976-2016). Task: Predict the reactants needed to synthesize the given product. (1) Given the product [CH2:12]([O:14][C:15]1[CH:16]=[C:17]([C@@H:23]([OH:29])[CH2:24][S:25]([CH3:28])(=[O:27])=[O:26])[CH:18]=[CH:19][C:20]=1[O:21][CH3:22])[CH3:13], predict the reactants needed to synthesize it. The reactants are: CC([O-])(C)C.[K+].CC(O)(C)C.[CH2:12]([O:14][C:15]1[CH:16]=[C:17]([C:23](=[O:29])[CH2:24][S:25]([CH3:28])(=[O:27])=[O:26])[CH:18]=[CH:19][C:20]=1[O:21][CH3:22])[CH3:13].[H][H]. (2) Given the product [CH3:16][O:17][C:18]1[CH:24]=[CH:23][C:22]([O:25][CH3:26])=[CH:21][C:19]=1[NH:20][C:2]1[C:3]2[S:11][CH:10]=[CH:9][C:4]=2[N:5]=[C:6]([CH3:8])[N:7]=1, predict the reactants needed to synthesize it. The reactants are: Cl[C:2]1[C:3]2[S:11][CH:10]=[CH:9][C:4]=2[N:5]=[C:6]([CH3:8])[N:7]=1.C(O)(C)C.[CH3:16][O:17][C:18]1[CH:24]=[CH:23][C:22]([O:25][CH3:26])=[CH:21][C:19]=1[NH2:20].Cl. (3) Given the product [CH3:1][C:2]1[C:7]([CH3:8])=[CH:6][CH:5]=[CH:4][C:3]=1[CH:9]([C:11]1[N:15]([CH2:31][C:30]2[CH:33]=[CH:34][C:27]([O:26][CH3:25])=[CH:28][CH:29]=2)[CH:14]=[CH:13][N:12]=1)[CH3:10], predict the reactants needed to synthesize it. The reactants are: [CH3:1][C:2]1[C:7]([CH3:8])=[CH:6][CH:5]=[CH:4][C:3]=1[CH:9]([C:11]1[NH:12][CH:13]=[CH:14][N:15]=1)[CH3:10].C(N(CC)C(C)C)(C)C.[CH3:25][O:26][C:27]1[CH:34]=[CH:33][C:30]([CH2:31]Br)=[CH:29][CH:28]=1.O. (4) Given the product [CH:27]1([C:26]2[N:15]3[CH2:14][C@@H:13]([CH2:12][O:11][C:10]4[CH:19]=[CH:20][C:7]([CH:1]5[CH2:2][CH2:3][CH2:4][CH2:5][CH2:6]5)=[CH:8][CH:9]=4)[O:17][C:16]3=[N:18][C:24](=[O:23])[CH:25]=2)[CH2:32][CH2:31][CH2:30][CH2:29][CH2:28]1, predict the reactants needed to synthesize it. The reactants are: [CH:1]1([C:7]2[CH:20]=[CH:19][C:10]([O:11][CH2:12][C@H:13]3[O:17][C:16]([NH2:18])=[N:15][CH2:14]3)=[CH:9][CH:8]=2)[CH2:6][CH2:5][CH2:4][CH2:3][CH2:2]1.C([O:23][C:24](=O)[C:25]#[C:26][CH:27]1[CH2:32][CH2:31][CH2:30][CH2:29][CH2:28]1)C. (5) Given the product [NH:38]1[C:1]([C:3]2([NH:6][C:7]([C:9]3[CH:10]=[CH:11][C:12]([CH3:35])=[C:13]([C:15]4[CH:16]=[CH:17][C:18]5[O:22][C:21]([C:23]6[CH:28]=[CH:27][C:26]([F:29])=[CH:25][CH:24]=6)=[C:20]([C:30]([NH:32][CH3:33])=[O:31])[C:19]=5[CH:34]=4)[CH:14]=3)=[O:8])[CH2:4][CH2:5]2)=[N:2][N:40]=[N:39]1, predict the reactants needed to synthesize it. The reactants are: [C:1]([C:3]1([NH:6][C:7]([C:9]2[CH:10]=[CH:11][C:12]([CH3:35])=[C:13]([C:15]3[CH:16]=[CH:17][C:18]4[O:22][C:21]([C:23]5[CH:28]=[CH:27][C:26]([F:29])=[CH:25][CH:24]=5)=[C:20]([C:30]([NH:32][CH3:33])=[O:31])[C:19]=4[CH:34]=3)[CH:14]=2)=[O:8])[CH2:5][CH2:4]1)#[N:2].[Cl-].[NH4+].[N-:38]=[N+:39]=[N-:40].[Na+]. (6) Given the product [NH2:1][C:2]1[N:7]([C:8]2[C:9]([F:43])=[CH:10][C:11]([O:12][CH2:13][CH2:14][CH2:15][C@@:16]([CH3:39])([C:32]([OH:34])=[O:33])[NH2:17])=[CH:40][C:41]=2[F:42])[C:6](=[O:44])[CH:5]=[CH:4][C:3]=1[C:45](=[O:54])[C:46]1[CH:51]=[CH:50][C:49]([F:52])=[CH:48][C:47]=1[F:53], predict the reactants needed to synthesize it. The reactants are: [NH2:1][C:2]1[N:7]([C:8]2[C:41]([F:42])=[CH:40][C:11]([O:12][CH2:13][CH2:14][CH2:15][C@@:16]([CH3:39])([C:32]([O:34]C(C)(C)C)=[O:33])[N:17](C(OC(C)(C)C)=O)C(OC(C)(C)C)=O)=[CH:10][C:9]=2[F:43])[C:6](=[O:44])[CH:5]=[CH:4][C:3]=1[C:45](=[O:54])[C:46]1[CH:51]=[CH:50][C:49]([F:52])=[CH:48][C:47]=1[F:53]. (7) The reactants are: Cl.Cl[CH2:3][CH2:4][CH:5]1[CH2:10][CH2:9][CH2:8][CH2:7][N:6]1[CH3:11].[OH:12][C:13]1[CH:20]=[CH:19][C:16]([CH:17]=[O:18])=[CH:15][CH:14]=1. Given the product [CH3:11][N:6]1[CH2:7][CH2:8][CH2:9][CH2:10][CH:5]1[CH2:4][CH2:3][O:12][C:13]1[CH:20]=[CH:19][C:16]([CH:17]=[O:18])=[CH:15][CH:14]=1, predict the reactants needed to synthesize it. (8) Given the product [Cl:1][CH2:2][C:3]([NH:5][CH2:6][C:7]#[C:8][C:17]1[CH:18]=[C:19]2[C:14](=[CH:15][CH:16]=1)[N:13]=[CH:12][N:11]=[C:10]2[Cl:9])=[O:4], predict the reactants needed to synthesize it. The reactants are: [Cl:1][CH2:2][C:3]([NH:5][CH2:6][C:7]#[CH:8])=[O:4].[Cl:9][C:10]1[C:19]2[C:14](=[CH:15][CH:16]=[C:17](I)[CH:18]=2)[N:13]=[CH:12][N:11]=1.C(NC(C)C)(C)C.